From a dataset of Full USPTO retrosynthesis dataset with 1.9M reactions from patents (1976-2016). Predict the reactants needed to synthesize the given product. (1) The reactants are: C[O:2][C:3]([C:5]1[CH:6]=[N:7][N:8]([C:13]([CH3:16])([CH3:15])[CH3:14])[C:9]=1[CH:10]1[CH2:12][CH2:11]1)=[O:4].[Li+].[OH-]. Given the product [C:13]([N:8]1[C:9]([CH:10]2[CH2:12][CH2:11]2)=[C:5]([C:3]([OH:4])=[O:2])[CH:6]=[N:7]1)([CH3:16])([CH3:14])[CH3:15], predict the reactants needed to synthesize it. (2) Given the product [CH2:1]([O:3][C:4](=[O:27])[C:5]1[CH:10]=[CH:9][C:8]([N:11]2[CH:15]=[C:14]([C:16]3[CH:21]=[CH:20][CH:19]=[CH:18][CH:17]=3)[C:13]([C:22]#[N:23])=[CH:12]2)=[CH:7][C:6]=1[NH2:24])[CH3:2], predict the reactants needed to synthesize it. The reactants are: [CH2:1]([O:3][C:4](=[O:27])[C:5]1[CH:10]=[CH:9][C:8]([N:11]2[CH:15]=[C:14]([C:16]3[CH:21]=[CH:20][CH:19]=[CH:18][CH:17]=3)[C:13]([C:22]#[N:23])=[CH:12]2)=[CH:7][C:6]=1[N+:24]([O-])=O)[CH3:2].CO. (3) Given the product [NH2:19][C:15]([C@H:12]1[O:13][CH2:14][C@H:9]([NH:8][C:6](=[O:7])[O:5][C:1]([CH3:4])([CH3:3])[CH3:2])[CH2:10][CH2:11]1)=[O:17], predict the reactants needed to synthesize it. The reactants are: [C:1]([O:5][C:6]([NH:8][C@H:9]1[CH2:14][O:13][C@H:12]([C:15]([OH:17])=O)[CH2:11][CH2:10]1)=[O:7])([CH3:4])([CH3:3])[CH3:2].C[N:19]1CCOCC1.F[P-](F)(F)(F)(F)F.N1(OC(N(C)C)=[N+](C)C)C2N=CC=CC=2N=N1.[Cl-].[NH4+]. (4) Given the product [C:15]([O:14][C:12]([N:9]1[CH2:8][CH2:7][CH:6]([C@H:4]2[CH2:5][C@H:3]2[CH2:2][O:1][CH2:24][C:23]2[CH:26]=[CH:27][C:20]([Br:19])=[CH:21][CH:22]=2)[CH2:11][CH2:10]1)=[O:13])([CH3:18])([CH3:17])[CH3:16], predict the reactants needed to synthesize it. The reactants are: [OH:1][CH2:2][C@@H:3]1[CH2:5][C@@H:4]1[CH:6]1[CH2:11][CH2:10][N:9]([C:12]([O:14][C:15]([CH3:18])([CH3:17])[CH3:16])=[O:13])[CH2:8][CH2:7]1.[Br:19][C:20]1[CH:27]=[CH:26][C:23]([CH2:24]Br)=[CH:22][CH:21]=1. (5) The reactants are: [Li]CCCC.[CH3:6][C:7]1[N:8]=[CH:9][S:10][CH:11]=1.Cl[C:13]1[C:22]2[C:17](=[CH:18][CH:19]=[CH:20][CH:21]=2)[C:16]([NH:23][C:24]2[CH:29]=[CH:28][C:27]([O:30][C:31]3[C:36]([C:37]4[CH:42]=[CH:41][N:40]=[C:39]([NH:43][CH3:44])[N:38]=4)=[CH:35][CH:34]=[CH:33][N:32]=3)=[CH:26][CH:25]=2)=[N:15][N:14]=1. Given the product [CH3:44][NH:43][C:39]1[N:38]=[C:37]([C:36]2[C:31]([O:30][C:27]3[CH:26]=[CH:25][C:24]([NH:23][C:16]4[C:17]5[C:22](=[CH:21][CH:20]=[CH:19][CH:18]=5)[C:13]([C:9]5[S:10][CH:11]=[C:7]([CH3:6])[N:8]=5)=[N:14][N:15]=4)=[CH:29][CH:28]=3)=[N:32][CH:33]=[CH:34][CH:35]=2)[CH:42]=[CH:41][N:40]=1, predict the reactants needed to synthesize it. (6) Given the product [Cl:1][C:2]1[C:3]([O:12][C:13]2[CH:18]=[C:17]([O:19][CH2:20][CH2:21][O:22][CH3:23])[CH:16]=[CH:15][C:14]=2[CH2:24][CH2:25][CH2:26][NH:27][S:43]([CH2:42][CH2:41][CH2:40][C:34]2[CH:39]=[CH:38][CH:37]=[CH:36][CH:35]=2)(=[O:45])=[O:44])=[N:4][CH:5]=[C:6]([C:8]([F:9])([F:11])[F:10])[CH:7]=1, predict the reactants needed to synthesize it. The reactants are: [Cl:1][C:2]1[C:3]([O:12][C:13]2[CH:18]=[C:17]([O:19][CH2:20][CH2:21][O:22][CH3:23])[CH:16]=[CH:15][C:14]=2[CH2:24][CH2:25][CH2:26][NH2:27])=[N:4][CH:5]=[C:6]([C:8]([F:11])([F:10])[F:9])[CH:7]=1.N1C=CC=CC=1.[C:34]1([CH2:40][CH2:41][CH2:42][S:43](Cl)(=[O:45])=[O:44])[CH:39]=[CH:38][CH:37]=[CH:36][CH:35]=1.Cl. (7) Given the product [CH3:1][C:2]([NH:6][C:8](/[N:32]=[C:26]1\[S:27][C:28]([CH3:31])=[C:29]([CH3:30])[N:25]\1[CH2:24][CH2:23][O:22][CH3:21])=[O:9])([CH3:5])[CH2:3][CH3:4], predict the reactants needed to synthesize it. The reactants are: [CH3:1][C:2]([NH2:6])([CH3:5])[CH2:3][CH3:4].Cl[C:8](OC1C=CC([N+]([O-])=O)=CC=1)=[O:9].Br.[CH3:21][O:22][CH2:23][CH2:24][N:25]1[C:29]([CH3:30])=[C:28]([CH3:31])[S:27][C:26]1=[NH:32].